From a dataset of NCI-60 drug combinations with 297,098 pairs across 59 cell lines. Regression. Given two drug SMILES strings and cell line genomic features, predict the synergy score measuring deviation from expected non-interaction effect. Drug 1: CC1=CC=C(C=C1)C2=CC(=NN2C3=CC=C(C=C3)S(=O)(=O)N)C(F)(F)F. Drug 2: CN1C(=O)N2C=NC(=C2N=N1)C(=O)N. Cell line: NCI-H322M. Synergy scores: CSS=-3.04, Synergy_ZIP=3.97, Synergy_Bliss=3.65, Synergy_Loewe=-0.349, Synergy_HSA=-1.15.